Dataset: Forward reaction prediction with 1.9M reactions from USPTO patents (1976-2016). Task: Predict the product of the given reaction. (1) Given the reactants [Cl:1][C:2]1[N:7]=[CH:6][C:5]([CH3:8])=[CH:4][C:3]=1[F:9].[Cl:10]N1C(=O)CCC1=O.N(C(C)(C)C#N)=NC(C)(C)C#N, predict the reaction product. The product is: [Cl:1][C:2]1[N:7]=[CH:6][C:5]([CH2:8][Cl:10])=[CH:4][C:3]=1[F:9]. (2) Given the reactants [CH2:1]([O:8][CH2:9][C@H:10]([NH:13][C:14]1[S:15][CH:16]=[C:17]([C:19]2[CH:24]=[CH:23][C:22]([Br:25])=[CH:21][CH:20]=2)[N:18]=1)[CH2:11][OH:12])[C:2]1[CH:7]=[CH:6][CH:5]=[CH:4][CH:3]=1.C(N(CC)CC)C.Cl[C:34](Cl)([O:36]C(=O)OC(Cl)(Cl)Cl)Cl, predict the reaction product. The product is: [CH2:1]([O:8][CH2:9][C@H:10]1[CH2:11][O:12][C:34](=[O:36])[N:13]1[C:14]1[S:15][CH:16]=[C:17]([C:19]2[CH:20]=[CH:21][C:22]([Br:25])=[CH:23][CH:24]=2)[N:18]=1)[C:2]1[CH:3]=[CH:4][CH:5]=[CH:6][CH:7]=1. (3) Given the reactants [C:1]1([C@H:7]2[C@@H:11]([C:12]3[CH:17]=[CH:16][CH:15]=[CH:14][CH:13]=3)[NH:10][C:9](=[S:18])[NH:8]2)[CH:6]=[CH:5][CH:4]=[CH:3][CH:2]=1.[Cl:19][C:20]1[CH:27]=[CH:26][CH:25]=[CH:24][C:21]=1[CH2:22]Cl, predict the reaction product. The product is: [ClH:19].[Cl:19][C:20]1[CH:27]=[CH:26][CH:25]=[CH:24][C:21]=1[CH2:22][S:18][C:9]1[NH:8][C@H:7]([C:1]2[CH:2]=[CH:3][CH:4]=[CH:5][CH:6]=2)[C@H:11]([C:12]2[CH:13]=[CH:14][CH:15]=[CH:16][CH:17]=2)[N:10]=1. (4) Given the reactants [CH3:1][C:2]1[C:3]([N:8](COCCOC)[S:9]([C:12]2[S:13][C:14]([CH3:45])=[CH:15][C:16]=2[C:17]2[CH:22]=[CH:21][C:20]([CH2:23][N:24]3[C:32]4[CH:31]=[C:30]([CH2:33][CH3:34])[N:29]=[C:28]([CH3:35])[C:27]=4[C:26]([C:36]4[CH:41]=[CH:40][C:39]([O:42][CH3:43])=[CH:38][CH:37]=4)=[N:25]3)=[CH:19][C:18]=2[CH3:44])(=[O:11])=[O:10])=[N:4][O:5][C:6]=1[CH3:7].Cl, predict the reaction product. The product is: [CH3:1][C:2]1[C:3]([NH:8][S:9]([C:12]2[S:13][C:14]([CH3:45])=[CH:15][C:16]=2[C:17]2[CH:22]=[CH:21][C:20]([CH2:23][N:24]3[C:32]4[CH:31]=[C:30]([CH2:33][CH3:34])[N:29]=[C:28]([CH3:35])[C:27]=4[C:26]([C:36]4[CH:41]=[CH:40][C:39]([O:42][CH3:43])=[CH:38][CH:37]=4)=[N:25]3)=[CH:19][C:18]=2[CH3:44])(=[O:10])=[O:11])=[N:4][O:5][C:6]=1[CH3:7].